Dataset: Full USPTO retrosynthesis dataset with 1.9M reactions from patents (1976-2016). Task: Predict the reactants needed to synthesize the given product. (1) The reactants are: [Cl:1][C:2]1[CH:3]=[N:4][C:5]2[N:6]([N:8]=[C:9]([C:11]([OH:13])=O)[CH:10]=2)[CH:7]=1.[CH3:14][CH:15]1[C:24]2[C:19](=[CH:20][CH:21]=[C:22]([C:25]3[CH:30]=[CH:29][CH:28]=[CH:27][N:26]=3)[CH:23]=2)[CH2:18][CH2:17][NH:16]1. Given the product [Cl:1][C:2]1[CH:3]=[N:4][C:5]2[N:6]([N:8]=[C:9]([C:11]([N:16]3[CH2:17][CH2:18][C:19]4[C:24](=[CH:23][C:22]([C:25]5[CH:30]=[CH:29][CH:28]=[CH:27][N:26]=5)=[CH:21][CH:20]=4)[CH:15]3[CH3:14])=[O:13])[CH:10]=2)[CH:7]=1, predict the reactants needed to synthesize it. (2) Given the product [C:6]([CH2:7][CH2:8][N:9]1[CH:13]=[C:12]([C:14]2[CH:15]=[CH:16][CH:17]=[CH:18][CH:19]=2)[CH:11]=[C:10]1[C:20]([OH:22])=[O:21])([OH:25])=[O:5], predict the reactants needed to synthesize it. The reactants are: [OH-].[Na+].C([O:5][C:6](=[O:25])[CH2:7][CH2:8][N:9]1[CH:13]=[C:12]([C:14]2[CH:19]=[CH:18][CH:17]=[CH:16][CH:15]=2)[CH:11]=[C:10]1[C:20]([O:22]CC)=[O:21])C.